This data is from Reaction yield outcomes from USPTO patents with 853,638 reactions. The task is: Predict the reaction yield, written as a fraction of the theoretical maximum amount of product (1.0 means a 100% yield; for example, 0.34 means a 34% yield). The product is [C:10]([O:14][C:15](=[O:18])[CH2:16][NH:7][CH2:6][C:5]1[CH:8]=[CH:9][C:2]([I:1])=[CH:3][CH:4]=1)([CH3:13])([CH3:12])[CH3:11]. The reactants are [I:1][C:2]1[CH:9]=[CH:8][C:5]([CH2:6][NH2:7])=[CH:4][CH:3]=1.[C:10]([O:14][C:15](=[O:18])[CH2:16]Br)([CH3:13])([CH3:12])[CH3:11].C(=O)([O-])[O-].[K+].[K+]. The catalyst is C1(C)C=CC=CC=1.O. The yield is 0.310.